This data is from NCI-60 drug combinations with 297,098 pairs across 59 cell lines. The task is: Regression. Given two drug SMILES strings and cell line genomic features, predict the synergy score measuring deviation from expected non-interaction effect. (1) Drug 1: CC1=C(C=C(C=C1)NC2=NC=CC(=N2)N(C)C3=CC4=NN(C(=C4C=C3)C)C)S(=O)(=O)N.Cl. Drug 2: CC1CCC2CC(C(=CC=CC=CC(CC(C(=O)C(C(C(=CC(C(=O)CC(OC(=O)C3CCCCN3C(=O)C(=O)C1(O2)O)C(C)CC4CCC(C(C4)OC)OCCO)C)C)O)OC)C)C)C)OC. Cell line: M14. Synergy scores: CSS=2.12, Synergy_ZIP=-0.910, Synergy_Bliss=1.55, Synergy_Loewe=-7.89, Synergy_HSA=-1.65. (2) Drug 1: C1CCC(C1)C(CC#N)N2C=C(C=N2)C3=C4C=CNC4=NC=N3. Drug 2: CC1=C(C(=CC=C1)Cl)NC(=O)C2=CN=C(S2)NC3=CC(=NC(=N3)C)N4CCN(CC4)CCO. Cell line: T-47D. Synergy scores: CSS=11.8, Synergy_ZIP=1.46, Synergy_Bliss=10.5, Synergy_Loewe=3.84, Synergy_HSA=5.42. (3) Drug 1: CC(CN1CC(=O)NC(=O)C1)N2CC(=O)NC(=O)C2. Drug 2: C1=CC=C(C=C1)NC(=O)CCCCCCC(=O)NO. Cell line: SK-MEL-28. Synergy scores: CSS=13.0, Synergy_ZIP=-3.27, Synergy_Bliss=0.371, Synergy_Loewe=-2.30, Synergy_HSA=1.54. (4) Synergy scores: CSS=-0.289, Synergy_ZIP=1.27, Synergy_Bliss=2.05, Synergy_Loewe=-1.19, Synergy_HSA=-1.20. Cell line: SK-OV-3. Drug 1: CC1=CC2C(CCC3(C2CCC3(C(=O)C)OC(=O)C)C)C4(C1=CC(=O)CC4)C. Drug 2: CC1=C(C=C(C=C1)NC(=O)C2=CC=C(C=C2)CN3CCN(CC3)C)NC4=NC=CC(=N4)C5=CN=CC=C5.